This data is from Reaction yield outcomes from USPTO patents with 853,638 reactions. The task is: Predict the reaction yield, written as a fraction of the theoretical maximum amount of product (1.0 means a 100% yield; for example, 0.34 means a 34% yield). (1) The reactants are [NH2:1][C:2]1[CH:3]=[C:4]2[C:20](=[O:21])[NH:19][N:18]=[CH:17][C:6]3=[C:7]([C:11]4[CH:16]=[CH:15][CH:14]=[CH:13][CH:12]=4)[NH:8][C:9]([CH:10]=1)=[C:5]23.[N:22]1([CH2:27][C:28](O)=[O:29])[CH:26]=[N:25][N:24]=[N:23]1.C(N(CC)CC)C.F[P-](F)(F)(F)(F)F.N1(OC(N(C)C)=[N+](C)C)C2N=CC=CC=2N=N1. The catalyst is CN(C)C=O. The product is [O:21]=[C:20]1[C:4]2[C:5]3[C:6](=[C:7]([C:11]4[CH:12]=[CH:13][CH:14]=[CH:15][CH:16]=4)[NH:8][C:9]=3[CH:10]=[C:2]([NH:1][C:28](=[O:29])[CH2:27][N:22]3[CH:26]=[N:25][N:24]=[N:23]3)[CH:3]=2)[CH:17]=[N:18][NH:19]1. The yield is 0.580. (2) The reactants are [CH2:1]([O:8][C:9](=[O:28])[NH:10][CH2:11][CH2:12][CH2:13][CH2:14][C@H:15]([NH2:27])[C:16]([C:18]1[S:19][C:20]2[CH:26]=[CH:25][CH:24]=[CH:23][C:21]=2[N:22]=1)=[O:17])[C:2]1[CH:7]=[CH:6][CH:5]=[CH:4][CH:3]=1.Cl.[C:30](Cl)(=[O:37])[C:31]1[CH:36]=[CH:35][CH:34]=[CH:33][CH:32]=1.CC(=O)OCC. The catalyst is C(Cl)Cl. The product is [CH2:1]([O:8][C:9](=[O:28])[NH:10][CH2:11][CH2:12][CH2:13][CH2:14][C@H:15]([NH:27][C:30](=[O:37])[C:31]1[CH:36]=[CH:35][CH:34]=[CH:33][CH:32]=1)[C:16]([C:18]1[S:19][C:20]2[CH:26]=[CH:25][CH:24]=[CH:23][C:21]=2[N:22]=1)=[O:17])[C:2]1[CH:7]=[CH:6][CH:5]=[CH:4][CH:3]=1. The yield is 0.649. (3) The reactants are [Si:1]([O:8][CH2:9][C@H:10]([CH2:26][CH:27]=[CH2:28])[CH2:11][C@H:12]1[CH2:16][O:15][C:14]([CH3:18])([CH3:17])[N:13]1[C:19]([O:21][C:22]([CH3:25])([CH3:24])[CH3:23])=[O:20])([C:4]([CH3:7])([CH3:6])[CH3:5])([CH3:3])[CH3:2].S(C)C.[OH-:32].[Na+].OO. The catalyst is C1COCC1.C(OCC)C. The product is [Si:1]([O:8][CH2:9][C@H:10]([CH2:26][CH2:27][CH2:28][OH:32])[CH2:11][C@H:12]1[CH2:16][O:15][C:14]([CH3:17])([CH3:18])[N:13]1[C:19]([O:21][C:22]([CH3:25])([CH3:24])[CH3:23])=[O:20])([C:4]([CH3:7])([CH3:5])[CH3:6])([CH3:3])[CH3:2]. The yield is 0.720. (4) The reactants are [C:1]([NH:5][S:6]([C:9]1[CH:10]=[N:11][N:12]2[C:17]([NH:18][C:19]3[CH:24]=[C:23]([CH3:25])[CH:22]=[CH:21][C:20]=3[F:26])=[C:16]([C:27](OCC)=[O:28])[CH:15]=[N:14][C:13]=12)(=[O:8])=[O:7])([CH3:4])([CH3:3])[CH3:2].[F:32][C:33]1[CH:38]=[CH:37][C:36]([CH:39]2[CH2:44][CH2:43][NH:42][CH2:41][CH2:40]2)=[CH:35][CH:34]=1. No catalyst specified. The product is [C:1]([NH:5][S:6]([C:9]1[CH:10]=[N:11][N:12]2[C:17]([NH:18][C:19]3[CH:24]=[C:23]([CH3:25])[CH:22]=[CH:21][C:20]=3[F:26])=[C:16]([C:27]([N:42]3[CH2:43][CH2:44][CH:39]([C:36]4[CH:35]=[CH:34][C:33]([F:32])=[CH:38][CH:37]=4)[CH2:40][CH2:41]3)=[O:28])[CH:15]=[N:14][C:13]=12)(=[O:7])=[O:8])([CH3:3])([CH3:2])[CH3:4]. The yield is 0.950. (5) The reactants are [Br:1][C:2]1[CH:3]=[CH:4][C:5]([Cl:19])=[C:6]([C:8]([C:10]2[CH:15]=[CH:14][C:13]([O:16][CH2:17][CH3:18])=[CH:12][CH:11]=2)=[O:9])[CH:7]=1.C(#N)C.[BH4-].[Na+].O. The catalyst is [Cl-].[Na+].O. The product is [Br:1][C:2]1[CH:3]=[CH:4][C:5]([Cl:19])=[C:6]([CH:8]([C:10]2[CH:15]=[CH:14][C:13]([O:16][CH2:17][CH3:18])=[CH:12][CH:11]=2)[OH:9])[CH:7]=1. The yield is 1.00. (6) The reactants are [F:1][C:2]1[CH:7]=[C:6]([F:8])[CH:5]=[CH:4][C:3]=1[C:9]1[O:13][N:12]=[CH:11][C:10]=1[CH2:14]O.S(Cl)([Cl:18])=O. The catalyst is C1(C)C=CC=CC=1. The product is [Cl:18][CH2:14][C:10]1[CH:11]=[N:12][O:13][C:9]=1[C:3]1[CH:4]=[CH:5][C:6]([F:8])=[CH:7][C:2]=1[F:1]. The yield is 0.810. (7) The reactants are [H-].[Na+].Cl[CH2:4][C:5]([N:7]([CH:15]1[CH2:20][CH2:19][N:18]([C@@H:21]2[CH2:25][CH2:24][C@H:23]([CH2:26][O:27][CH2:28][CH3:29])[CH2:22]2)[CH2:17][CH2:16]1)[C@H:8]1[CH2:13][CH2:12][CH2:11][CH2:10][C@@H:9]1[OH:14])=[O:6]. The catalyst is O1CCCC1. The product is [CH2:28]([O:27][CH2:26][C@H:23]1[CH2:24][CH2:25][C@@H:21]([N:18]2[CH2:19][CH2:20][CH:15]([N:7]3[C:5](=[O:6])[CH2:4][O:14][C@H:9]4[CH2:10][CH2:11][CH2:12][CH2:13][C@H:8]34)[CH2:16][CH2:17]2)[CH2:22]1)[CH3:29]. The yield is 0.336.